Dataset: Catalyst prediction with 721,799 reactions and 888 catalyst types from USPTO. Task: Predict which catalyst facilitates the given reaction. Reactant: [C:1]([C:5]1[N:9]=[C:8]([CH2:10]O)[S:7][N:6]=1)([CH3:4])([CH3:3])[CH3:2].S(Cl)([Cl:14])=O. Product: [ClH:14].[C:1]([C:5]1[N:9]=[C:8]([CH2:10][Cl:14])[S:7][N:6]=1)([CH3:4])([CH3:3])[CH3:2]. The catalyst class is: 4.